This data is from CYP1A2 inhibition data for predicting drug metabolism from PubChem BioAssay. The task is: Regression/Classification. Given a drug SMILES string, predict its absorption, distribution, metabolism, or excretion properties. Task type varies by dataset: regression for continuous measurements (e.g., permeability, clearance, half-life) or binary classification for categorical outcomes (e.g., BBB penetration, CYP inhibition). Dataset: cyp1a2_veith. (1) The drug is O=C(Nc1ccc(Cl)cc1)OCc1cn(-c2ccc(Cl)cc2)nn1. The result is 1 (inhibitor). (2) The compound is CS(=O)(=O)N1CCC2(CCCN(C(=O)Nc3cccc(F)c3)C2)CC1. The result is 0 (non-inhibitor). (3) The molecule is Cc1noc(C)c1-c1cc(NC2CC2)ncn1. The result is 1 (inhibitor). (4) The compound is Cc1noc(C)c1-c1cc(N(C)Cc2ccco2)ncn1. The result is 1 (inhibitor).